Dataset: Catalyst prediction with 721,799 reactions and 888 catalyst types from USPTO. Task: Predict which catalyst facilitates the given reaction. (1) Reactant: [Cl:1][C:2]1[CH:7]=[CH:6][C:5]([C:8]2[N:13]=[C:12]([O:14]C)[CH:11]=[CH:10][N:9]=2)=[CH:4][CH:3]=1.Cl. Product: [Cl:1][C:2]1[CH:3]=[CH:4][C:5]([C:8]2[NH:13][C:12](=[O:14])[CH:11]=[CH:10][N:9]=2)=[CH:6][CH:7]=1. The catalyst class is: 6. (2) Reactant: C([NH:4][C:5]1[N:10]=[C:9]([C:11]2[O:15][N:14]=[C:13]([C:16]3[CH:21]=[CH:20][C:19]([S:22]([NH:25][C:26]4[CH:27]=[C:28]([NH:32][C:33]([C:35]5([CH3:38])[CH2:37][CH2:36]5)=[O:34])[CH:29]=[CH:30][CH:31]=4)(=[O:24])=[O:23])=[CH:18][CH:17]=3)[N:12]=2)[CH:8]=[CH:7][CH:6]=1)(=O)C.[OH-].[Na+].Cl. Product: [NH2:4][C:5]1[N:10]=[C:9]([C:11]2[O:15][N:14]=[C:13]([C:16]3[CH:21]=[CH:20][C:19]([S:22]([NH:25][C:26]4[CH:27]=[C:28]([NH:32][C:33]([C:35]5([CH3:38])[CH2:36][CH2:37]5)=[O:34])[CH:29]=[CH:30][CH:31]=4)(=[O:24])=[O:23])=[CH:18][CH:17]=3)[N:12]=2)[CH:8]=[CH:7][CH:6]=1. The catalyst class is: 8. (3) Reactant: Br[CH2:2][C:3]1[CH2:7][O:6][CH2:5][C:4]=1[C:8]1[N:12]([CH:13]([CH3:15])[CH3:14])[N:11]=[CH:10][CH:9]=1.C([O-])([O-])=O.[K+].[K+].[OH:22][C:23]1[CH:30]=[CH:29][CH:28]=[C:27]([OH:31])[C:24]=1[CH:25]=[O:26]. Product: [OH:22][C:23]1[CH:30]=[CH:29][CH:28]=[C:27]([O:31][CH2:2][C:3]2[CH2:7][O:6][CH2:5][C:4]=2[C:8]2[N:12]([CH:13]([CH3:15])[CH3:14])[N:11]=[CH:10][CH:9]=2)[C:24]=1[CH:25]=[O:26]. The catalyst class is: 303. (4) Reactant: [CH3:1][O:2][C:3]([C:5]1[C:6]([OH:30])=[C:7]2[C:12](=[C:13](Br)[N:14]=1)[N:11]([CH2:16][CH:17]1[CH2:22][CH2:21][CH2:20][CH2:19][CH2:18]1)[C:10](=[O:23])[C:9]([C:24]1[CH:29]=[CH:28][CH:27]=[CH:26][CH:25]=1)=[CH:8]2)=[O:4].C([Sn](CCCC)(CCCC)[C:36]1[CH:37]=[N:38][CH:39]=[CH:40][CH:41]=1)CCC.CCOC(C)=O.Cl. Product: [CH3:1][O:2][C:3]([C:5]1[C:6]([OH:30])=[C:7]2[C:12](=[C:13]([C:36]3[CH:37]=[N:38][CH:39]=[CH:40][CH:41]=3)[N:14]=1)[N:11]([CH2:16][CH:17]1[CH2:22][CH2:21][CH2:20][CH2:19][CH2:18]1)[C:10](=[O:23])[C:9]([C:24]1[CH:29]=[CH:28][CH:27]=[CH:26][CH:25]=1)=[CH:8]2)=[O:4]. The catalyst class is: 510. (5) Reactant: [ClH:1].C([O:9][C:10]1[CH:11]=[C:12]([CH:38]=[C:39]([F:41])[CH:40]=1)[CH2:13][C@H:14]([NH:34][C:35](=[O:37])[CH3:36])[C@H:15]([OH:33])[CH2:16][NH:17][C:18]1([C:24]2[CH:29]=[CH:28][CH:27]=[C:26]([CH:30]([CH3:32])[CH3:31])[CH:25]=2)[CH2:23][CH2:22][CH2:21][CH2:20][CH2:19]1)C1C=CC=CC=1.[H][H].Cl. Product: [ClH:1].[OH:9][C:10]1[CH:11]=[C:12]([CH:38]=[C:39]([F:41])[CH:40]=1)[CH2:13][C@H:14]([NH:34][C:35](=[O:37])[CH3:36])[C@H:15]([OH:33])[CH2:16][NH:17][C:18]1([C:24]2[CH:29]=[CH:28][CH:27]=[C:26]([CH:30]([CH3:32])[CH3:31])[CH:25]=2)[CH2:23][CH2:22][CH2:21][CH2:20][CH2:19]1. The catalyst class is: 29.